This data is from Forward reaction prediction with 1.9M reactions from USPTO patents (1976-2016). The task is: Predict the product of the given reaction. (1) Given the reactants [Cl:1][C:2]1[N:7]=[CH:6][C:5]([C:8](=[O:10])[CH3:9])=[CH:4][CH:3]=1.CO[CH:13](OC)[N:14]([CH3:16])[CH3:15], predict the reaction product. The product is: [Cl:1][C:2]1[N:7]=[CH:6][C:5]([C:8](=[O:10])/[CH:9]=[CH:13]/[N:14]([CH3:16])[CH3:15])=[CH:4][CH:3]=1. (2) Given the reactants [N-:1]=[C:2]=[S:3].[C:4]1([CH2:10][CH2:11][CH2:12][S:13][C:14]2[CH:15]=[CH:16][CH:17]=[CH:18][CH:19]=2)[CH:9]=[CH:8][CH:7]=[CH:6][CH:5]=1.O.[NH2:21][NH2:22], predict the reaction product. The product is: [NH:21]([C:2]([NH:1][C:16]1[CH:17]=[CH:18][CH:19]=[C:14]([S:13][CH2:12][CH2:11][CH2:10][C:4]2[CH:9]=[CH:8][CH:7]=[CH:6][CH:5]=2)[CH:15]=1)=[S:3])[NH2:22]. (3) The product is: [CH2:28]([O:27][C:25]([N:8]1[CH2:12][CH2:11][CH:10]([C@H:13]2[CH2:15][C@@H:14]2[C:16]([O:18][C:19]([CH3:22])([CH3:21])[CH3:20])=[O:17])[CH2:9]1)=[O:26])[C:29]1[CH:34]=[CH:33][CH:32]=[CH:31][CH:30]=1. Given the reactants C([N:8]1[CH2:12][CH2:11][CH:10]([C@@H:13]2[CH2:15][C@@H:14]2[C:16]([O:18][C:19]([CH3:22])([CH3:21])[CH3:20])=[O:17])[C:9]1=S)C1C=CC=CC=1.Cl[C:25]([O:27][CH2:28][C:29]1[CH:34]=[CH:33][CH:32]=[CH:31][CH:30]=1)=[O:26], predict the reaction product. (4) Given the reactants CN(C)C=O.[NH2:6][C:7](=[S:27])[NH:8][C:9]([C:11]1[N:12]([CH2:22][C:23]([O:25][CH3:26])=[O:24])[C:13]2[C:18]([CH:19]=1)=[CH:17][C:16]([CH3:20])=[CH:15][C:14]=2[CH3:21])=[O:10].Br[CH:29]([CH2:42][CH:43]1[CH2:48][CH2:47][CH2:46][CH2:45][CH2:44]1)[C:30]([C:32]1[CH:37]=[C:36]([O:38][CH3:39])[CH:35]=[CH:34][C:33]=1[O:40][CH3:41])=O, predict the reaction product. The product is: [CH3:26][O:25][C:23](=[O:24])[CH2:22][N:12]1[C:13]2[C:18](=[CH:17][C:16]([CH3:20])=[CH:15][C:14]=2[CH3:21])[CH:19]=[C:11]1[C:9]([NH:8][C:7]1[S:27][C:29]([CH2:42][CH:43]2[CH2:44][CH2:45][CH2:46][CH2:47][CH2:48]2)=[C:30]([C:32]2[CH:37]=[C:36]([O:38][CH3:39])[CH:35]=[CH:34][C:33]=2[O:40][CH3:41])[N:6]=1)=[O:10]. (5) Given the reactants [Br:1][C:2]1[CH:6]=[CH:5][O:4][C:3]=1[C:7]([OH:9])=[O:8].I[CH2:11][CH3:12].C(=O)([O-])[O-].[K+].[K+].O, predict the reaction product. The product is: [Br:1][C:2]1[CH:6]=[CH:5][O:4][C:3]=1[C:7]([O:9][CH2:11][CH3:12])=[O:8]. (6) Given the reactants [Cl:1][C:2]1[CH:3]=[C:4]([C@@H:8]2[C@@H:13]([C:14]3[CH:19]=[CH:18][C:17]([Cl:20])=[CH:16][CH:15]=3)[N:12]([C@@H:21]([CH2:31][CH3:32])[CH2:22][N:23]([CH3:30])[S:24]([CH:27]3[CH2:29][CH2:28]3)(=[O:26])=[O:25])[C:11](=[O:33])[C@:10]([CH2:35][C:36]([O:38][CH3:39])=[O:37])([CH3:34])[CH2:9]2)[CH:5]=[CH:6][CH:7]=1.[CH3:40]N(P(N(C)C)(N(C)C)=O)C.[Li+].CC([N-]C(C)C)C.IC, predict the reaction product. The product is: [Cl:1][C:2]1[CH:3]=[C:4]([C@@H:8]2[C@@H:13]([C:14]3[CH:15]=[CH:16][C:17]([Cl:20])=[CH:18][CH:19]=3)[N:12]([C@@H:21]([CH2:31][CH3:32])[CH2:22][N:23]([CH3:30])[S:24]([CH:27]3[CH2:28][CH2:29]3)(=[O:26])=[O:25])[C:11](=[O:33])[C@:10]([C@H:35]([CH3:40])[C:36]([O:38][CH3:39])=[O:37])([CH3:34])[CH2:9]2)[CH:5]=[CH:6][CH:7]=1.